This data is from Reaction yield outcomes from USPTO patents with 853,638 reactions. The task is: Predict the reaction yield, written as a fraction of the theoretical maximum amount of product (1.0 means a 100% yield; for example, 0.34 means a 34% yield). The reactants are [CH3:1][C@@H:2]1[CH2:7][CH2:6][C@H:5]([O:8][C:9]2[C:10]([C:21]([F:24])([F:23])[F:22])=[C:11]3[C:16](=[CH:17][CH:18]=2)[CH:15]=[C:14]([CH:19]=O)[CH:13]=[CH:12]3)[CH2:4][CH2:3]1.Cl.[NH:26]1[CH2:31][CH2:30][O:29][CH:28]([CH2:32][C:33]([O:35]C)=[O:34])[CH2:27]1.C(O[BH-](OC(=O)C)OC(=O)C)(=O)C.[Na+].C(O)(=O)C.[OH-].[Na+].O. The catalyst is C1COCC1.CO. The product is [CH3:1][C@@H:2]1[CH2:3][CH2:4][C@H:5]([O:8][C:9]2[C:10]([C:21]([F:22])([F:23])[F:24])=[C:11]3[C:16](=[CH:17][CH:18]=2)[CH:15]=[C:14]([CH2:19][N:26]2[CH2:31][CH2:30][O:29][CH:28]([CH2:32][C:33]([OH:35])=[O:34])[CH2:27]2)[CH:13]=[CH:12]3)[CH2:6][CH2:7]1. The yield is 0.810.